This data is from Forward reaction prediction with 1.9M reactions from USPTO patents (1976-2016). The task is: Predict the product of the given reaction. (1) The product is: [CH:28]1([CH2:27][N:8]2[CH:7]=[N:6][C:5]3[C:9]2=[N:10][C:2]([F:1])=[N:3][C:4]=3[NH:11][CH2:12][C:13]2[CH:14]=[N:15][CH:16]=[CH:17][CH:18]=2)[CH2:30][CH2:29]1. Given the reactants [F:1][C:2]1[N:10]=[C:9]2[C:5]([NH:6][CH:7]=[N:8]2)=[C:4]([NH:11][CH2:12][C:13]2[CH:14]=[N:15][CH:16]=[CH:17][CH:18]=2)[N:3]=1.C([O-])([O-])=O.[K+].[K+].BrC[CH2:27][CH:28]1[CH2:30][CH2:29]1.C(Cl)(Cl)Cl, predict the reaction product. (2) Given the reactants Cl[C:2]1[CH:3]=[C:4]([C:14]([NH:16][CH2:17][C:18]2[C:19](=[O:26])[NH:20][C:21]([CH3:25])=[CH:22][C:23]=2[CH3:24])=[O:15])[C:5]2[CH:10]=[N:9][N:8]([CH:11]([CH3:13])[CH3:12])[C:6]=2[N:7]=1.[CH3:27][N:28]([CH3:38])[C:29]1[N:34]=[CH:33][C:32](B(O)O)=[CH:31][CH:30]=1.C(=O)(O)[O-].[Na+].O, predict the reaction product. The product is: [CH3:27][N:28]([CH3:38])[C:29]1[N:34]=[CH:33][C:32]([C:2]2[CH:3]=[C:4]([C:14]([NH:16][CH2:17][C:18]3[C:19](=[O:26])[NH:20][C:21]([CH3:25])=[CH:22][C:23]=3[CH3:24])=[O:15])[C:5]3[CH:10]=[N:9][N:8]([CH:11]([CH3:13])[CH3:12])[C:6]=3[N:7]=2)=[CH:31][CH:30]=1. (3) Given the reactants [F:1][C:2]1[CH:7]=[C:6]([I:8])[CH:5]=[CH:4][C:3]=1[NH:9][C:10]1[C:11]([C:18]([O:20]C)=[O:19])=[N:12][N:13]([CH3:17])[C:14](=[O:16])[CH:15]=1.CO.O.[OH-].[Li+], predict the reaction product. The product is: [F:1][C:2]1[CH:7]=[C:6]([I:8])[CH:5]=[CH:4][C:3]=1[NH:9][C:10]1[C:11]([C:18]([OH:20])=[O:19])=[N:12][N:13]([CH3:17])[C:14](=[O:16])[CH:15]=1. (4) Given the reactants Br[C:2]1[CH:3]=[C:4]([NH:8][C:9](=[O:14])[C:10]([CH3:13])([CH3:12])[CH3:11])[CH:5]=[N:6][CH:7]=1.CC1(C)C(C)(C)OB([C:23]2[CH:24]=[C:25]3[C:29](=[CH:30][CH:31]=2)[N:28]([CH2:32][O:33][CH2:34][CH2:35][Si:36]([CH3:39])([CH3:38])[CH3:37])[N:27]=[C:26]3[CH:40]=[O:41])O1.C([O-])([O-])=O.[Na+].[Na+].CCOC(C)=O, predict the reaction product. The product is: [CH:40]([C:26]1[C:25]2[C:29](=[CH:30][CH:31]=[C:23]([C:2]3[CH:3]=[C:4]([NH:8][C:9](=[O:14])[C:10]([CH3:13])([CH3:12])[CH3:11])[CH:5]=[N:6][CH:7]=3)[CH:24]=2)[N:28]([CH2:32][O:33][CH2:34][CH2:35][Si:36]([CH3:39])([CH3:38])[CH3:37])[N:27]=1)=[O:41]. (5) Given the reactants [N:1]1[CH:6]=[CH:5][C:4]([C:7]2[CH:16]=[CH:15][C:10]([C:11]([O:13][CH3:14])=[O:12])=[CH:9][CH:8]=2)=[CH:3][CH:2]=1.ClC1C=CC=C(C(OO)=[O:25])C=1.S([O-])([O-])=O.[Na+].[Na+], predict the reaction product. The product is: [CH3:14][O:13][C:11]([C:10]1[CH:15]=[CH:16][C:7]([C:4]2[CH:5]=[CH:6][N+:1]([O-:25])=[CH:2][CH:3]=2)=[CH:8][CH:9]=1)=[O:12].